This data is from Catalyst prediction with 721,799 reactions and 888 catalyst types from USPTO. The task is: Predict which catalyst facilitates the given reaction. (1) Reactant: [CH3:1][C:2]1[C:6]([CH2:7][N:8]2[CH:12]=[C:11]([C:13](OCC)=[O:14])[CH:10]=[N:9]2)=[C:5]([CH3:18])[O:4][N:3]=1.[NH2:19][NH2:20]. Product: [CH3:1][C:2]1[C:6]([CH2:7][N:8]2[CH:12]=[C:11]([C:13]([NH:19][NH2:20])=[O:14])[CH:10]=[N:9]2)=[C:5]([CH3:18])[O:4][N:3]=1. The catalyst class is: 14. (2) Reactant: [CH3:1][NH:2][CH3:3].[CH2:4]=O.Cl.[CH2:7]([N:10]1[C:14]2=[C:15]([N:28]3[CH2:37][CH2:36][C:35]4[C:30](=[CH:31][CH:32]=[CH:33][CH:34]=4)[CH2:29]3)[N:16]=[C:17]([C:19]([N:21]3[CH2:26][CH2:25][N:24]([CH3:27])[CH2:23][CH2:22]3)=[O:20])[CH:18]=[C:13]2[C:12]([CH2:38]C#N)=[C:11]1[CH3:41])[CH:8]=[CH2:9].[I:42]C. Product: [I-:42].[CH2:7]([N:10]1[C:14]2=[C:15]([N:28]3[CH2:37][CH2:36][C:35]4[C:30](=[CH:31][CH:32]=[CH:33][CH:34]=4)[CH2:29]3)[N:16]=[C:17]([C:19]([N:21]3[CH2:26][CH2:25][N:24]([CH3:27])[CH2:23][CH2:22]3)=[O:20])[CH:18]=[C:13]2[C:12]([CH2:38][N+:2]([CH3:4])([CH3:3])[CH3:1])=[C:11]1[CH3:41])[CH:8]=[CH2:9]. The catalyst class is: 212. (3) Reactant: [NH:1]1[C:9]2[C:4](=[CH:5][CH:6]=[CH:7][CH:8]=2)[C:3]([CH:10]=[CH:11][C:12]2[CH:22]=[CH:21][CH:20]=[CH:19][C:13]=2/[C:14](/[NH:17][OH:18])=[N:15]\[H])=[N:2]1.CC[C:25]([C:27](Cl)=[O:28])=O.C[OH:31].[OH-].[Na+]. Product: [NH:1]1[C:9]2[C:4](=[CH:5][CH:6]=[CH:7][CH:8]=2)[C:3](/[CH:10]=[CH:11]/[C:12]2[CH:22]=[CH:21][CH:20]=[CH:19][C:13]=2[C:14]2[N:15]=[C:25]([C:27]([OH:28])=[O:31])[O:18][N:17]=2)=[N:2]1. The catalyst class is: 17. (4) Reactant: O[C:2]1[CH:7]=[CH:6][C:5]([CH2:8][CH2:9][C:10]([O:12][CH3:13])=[O:11])=[CH:4][C:3]=1[C:14]1[CH:23]=[CH:22][C:21]2[C:16](=[CH:17][CH:18]=[CH:19][CH:20]=2)[CH:15]=1.[F:24][C:25]([F:38])([F:37])[S:26](O[S:26]([C:25]([F:38])([F:37])[F:24])(=[O:28])=[O:27])(=[O:28])=[O:27]. Product: [CH:15]1[C:16]2[C:21](=[CH:20][CH:19]=[CH:18][CH:17]=2)[CH:22]=[CH:23][C:14]=1[C:3]1[CH:4]=[C:5]([CH2:8][CH2:9][C:10]([O:12][CH3:13])=[O:11])[CH:6]=[CH:7][C:2]=1[S:26]([C:25]([F:38])([F:37])[F:24])(=[O:28])=[O:27]. The catalyst class is: 17. (5) Reactant: [C:1]([C:5]1[CH:6]=[C:7]([NH2:17])[N:8]([C:10]2[CH:15]=[CH:14][C:13]([F:16])=[CH:12][CH:11]=2)[N:9]=1)([CH3:4])([CH3:3])[CH3:2].N1C=[CH:22][CH:21]=[CH:20][CH:19]=1.[CH3:24][CH2:25][O:26][C:27](C)=[O:28]. Product: [C:25]1([O:26][C:27](=[O:28])[NH:17][C:7]2[N:8]([C:10]3[CH:11]=[CH:12][C:13]([F:16])=[CH:14][CH:15]=3)[N:9]=[C:5]([C:1]([CH3:4])([CH3:2])[CH3:3])[CH:6]=2)[CH:22]=[CH:21][CH:20]=[CH:19][CH:24]=1. The catalyst class is: 1. (6) Reactant: [CH2:1]([C@H:8]1[CH2:12][O:11][C:10](=[O:13])[N:9]1[C:14](=[O:46])[C@@H:15]([CH3:45])[CH2:16][CH2:17][CH2:18][N:19]([C:24]1[N:29]=[C:28]2[O:30][C:31]([C:37]3[CH:42]=[CH:41][C:40]([CH3:43])=[CH:39][CH:38]=3)=[C:32]([C:33]([NH:35][CH3:36])=[O:34])[C:27]2=[CH:26][C:25]=1I)[S:20]([CH3:23])(=[O:22])=[O:21])[C:2]1[CH:7]=[CH:6][CH:5]=[CH:4][CH:3]=1.CO[C:49]1C=CC=C(OC)[C:54]=1[C:55]1C=CC=CC=1P(C1CCCCC1)C1CCCCC1.C(=O)([O-])[O-].[Na+].[Na+].C1(B(O)O)CC1. Product: [CH2:1]([C@H:8]1[CH2:12][O:11][C:10](=[O:13])[N:9]1[C:14](=[O:46])[C@@H:15]([CH3:45])[CH2:16][CH2:17][CH2:18][N:19]([C:24]1[N:29]=[C:28]2[O:30][C:31]([C:37]3[CH:42]=[CH:41][C:40]([CH3:43])=[CH:39][CH:38]=3)=[C:32]([C:33]([NH:35][CH3:36])=[O:34])[C:27]2=[CH:26][C:25]=1[CH:55]1[CH2:54][CH2:49]1)[S:20]([CH3:23])(=[O:22])=[O:21])[C:2]1[CH:7]=[CH:6][CH:5]=[CH:4][CH:3]=1. The catalyst class is: 222.